This data is from Reaction yield outcomes from USPTO patents with 853,638 reactions. The task is: Predict the reaction yield, written as a fraction of the theoretical maximum amount of product (1.0 means a 100% yield; for example, 0.34 means a 34% yield). (1) The catalyst is O1CCCC1. The reactants are [Cl:1][C:2]1[C:7]([F:8])=[CH:6][CH:5]=[CH:4][C:3]=1[N:9]1[C:13]([OH:14])=[CH:12][C:11]([C:15]([O:17][CH2:18][CH3:19])=[O:16])=[N:10]1.C(N(CC)CC)C.C1C=CC(N([S:34]([C:37]([F:40])([F:39])[F:38])(=[O:36])=[O:35])[S:34]([C:37]([F:40])([F:39])[F:38])(=[O:36])=[O:35])=CC=1. The product is [Cl:1][C:2]1[C:7]([F:8])=[CH:6][CH:5]=[CH:4][C:3]=1[N:9]1[C:13]([O:14][S:34]([C:37]([F:40])([F:39])[F:38])(=[O:36])=[O:35])=[CH:12][C:11]([C:15]([O:17][CH2:18][CH3:19])=[O:16])=[N:10]1. The yield is 0.960. (2) The reactants are [F:1][C:2]1[CH:7]=[C:6]([S:8]([CH3:11])(=[O:10])=[O:9])[CH:5]=[CH:4][C:3]=1[O:12]C. The catalyst is Br.C(O)(=O)C. The product is [F:1][C:2]1[CH:7]=[C:6]([S:8]([CH3:11])(=[O:9])=[O:10])[CH:5]=[CH:4][C:3]=1[OH:12]. The yield is 0.860. (3) The reactants are [Na].[CH:2]([O:5][C:6]1[CH:11]=[CH:10][C:9]([N:12]2[C:17](=[O:18])[C:16]([CH2:19][C:20]3[CH:25]=[CH:24][C:23]([C:26]4[CH:31]=[CH:30][CH:29]=[CH:28][C:27]=4[C:32]4[NH:36][C:35](=[O:37])[O:34][N:33]=4)=[CH:22][CH:21]=3)=[C:15]([CH2:38][CH2:39][CH3:40])[N:14]=[C:13]2[CH3:41])=[CH:8][CH:7]=1)([CH3:4])[CH3:3].[Cl-].[Ca+2].[Cl-]. The catalyst is O. The product is [CH:2]([O:5][C:6]1[CH:11]=[CH:10][C:9]([N:12]2[C:17](=[O:18])[C:16]([CH2:19][C:20]3[CH:25]=[CH:24][C:23]([C:26]4[CH:31]=[CH:30][CH:29]=[CH:28][C:27]=4[C:32]4[NH:36][C:35](=[O:37])[O:34][N:33]=4)=[CH:22][CH:21]=3)=[C:15]([CH2:38][CH2:39][CH3:40])[N:14]=[C:13]2[CH3:41])=[CH:8][CH:7]=1)([CH3:4])[CH3:3]. The yield is 0.710. (4) The reactants are [C:1]1([S:11]([NH2:14])(=[O:13])=[O:12])[C:2]([S:7]([NH2:10])(=[O:9])=[O:8])=[CH:3][CH:4]=[CH:5][CH:6]=1.[Br:15][C:16]1[CH:24]=[CH:23][C:19]([C:20](O)=[O:21])=[CH:18][C:17]=1[F:25].Cl.CN(C)CCCN=C=NCC.O. The catalyst is CN(C)C=O.CN(C)C1C=CN=CC=1. The product is [Br:15][C:16]1[CH:24]=[CH:23][C:19]([C:20]([NH:10][S:7]([C:2]2[CH:3]=[CH:4][CH:5]=[CH:6][C:1]=2[S:11](=[O:13])(=[O:12])[NH2:14])(=[O:9])=[O:8])=[O:21])=[CH:18][C:17]=1[F:25]. The yield is 0.880. (5) The yield is 0.400. The catalyst is CN(C)C(=O)C. The reactants are [CH3:1][N:2]1[C:6]([C:7](Cl)=[O:8])=[CH:5][C:4]([CH3:10])=[N:3]1.[NH2:11][C:12]1[CH:13]=[C:14]([CH:31]=[CH:32][C:33]=1[Cl:34])[O:15][C:16]1[CH:17]=[CH:18][C:19]2[N:20]([N:22]=[C:23]([NH:25][C:26]([CH:28]3[CH2:30][CH2:29]3)=[O:27])[N:24]=2)[CH:21]=1. The product is [Cl:34][C:33]1[CH:32]=[CH:31][C:14]([O:15][C:16]2[CH:17]=[CH:18][C:19]3[N:20]([N:22]=[C:23]([NH:25][C:26]([CH:28]4[CH2:30][CH2:29]4)=[O:27])[N:24]=3)[CH:21]=2)=[CH:13][C:12]=1[NH:11][C:7]([C:6]1[N:2]([CH3:1])[N:3]=[C:4]([CH3:10])[CH:5]=1)=[O:8].